Predict the product of the given reaction. From a dataset of Forward reaction prediction with 1.9M reactions from USPTO patents (1976-2016). (1) Given the reactants [F:1][C:2]1[CH:9]=[CH:8][C:5]([C:6]#[N:7])=[C:4]([CH2:10][O:11][CH2:12][CH2:13][O:14][CH3:15])[CH:3]=1.O.O.O.O.O.O.[Cl-].[Mg+2].[Cl-].[S:25](S([O-])=O)([O-])=O.[Na+].[Na+], predict the reaction product. The product is: [F:1][C:2]1[CH:9]=[CH:8][C:5]([C:6](=[S:25])[NH2:7])=[C:4]([CH2:10][O:11][CH2:12][CH2:13][O:14][CH3:15])[CH:3]=1. (2) Given the reactants [Cl:1][C:2]1[C:7]([N+:8]([O-:10])=[O:9])=[CH:6][CH:5]=[C:4]([Cl:11])[C:3]=1[S:12](Cl)(=[O:14])=[O:13].[CH2:16]([NH2:22])[C@@H:17]1[O:21][CH2:20][CH2:19][CH2:18]1.C(N(CC)CC)C, predict the reaction product. The product is: [CH2:16]([NH:22][S:12]([C:3]1[C:4]([Cl:11])=[CH:5][CH:6]=[C:7]([N+:8]([O-:10])=[O:9])[C:2]=1[Cl:1])(=[O:14])=[O:13])[C@@H:17]1[O:21][CH2:20][CH2:19][CH2:18]1.